Predict the product of the given reaction. From a dataset of Forward reaction prediction with 1.9M reactions from USPTO patents (1976-2016). Given the reactants [C:1]([O:5][C:6]([N:8]1[CH2:12][C@H:11]([OH:13])[CH2:10][C@@H:9]1[C@H:14]1[O:18][C:17]([CH3:20])([CH3:19])[N:16]([C:21](=[O:23])[CH3:22])[C@H:15]1[CH2:24][C:25]1[CH:30]=[C:29]([F:31])[CH:28]=[C:27]([F:32])[CH:26]=1)=[O:7])([CH3:4])([CH3:3])[CH3:2].ClN1C(=O)N(Cl)C(=O)N(Cl)C1=O.CC1(C)N([O])C(C)(C)CCC1, predict the reaction product. The product is: [C:1]([O:5][C:6]([N:8]1[CH2:12][C:11](=[O:13])[CH2:10][C@@H:9]1[C@H:14]1[O:18][C:17]([CH3:19])([CH3:20])[N:16]([C:21](=[O:23])[CH3:22])[C@H:15]1[CH2:24][C:25]1[CH:26]=[C:27]([F:32])[CH:28]=[C:29]([F:31])[CH:30]=1)=[O:7])([CH3:2])([CH3:3])[CH3:4].